Dataset: Peptide-MHC class II binding affinity with 134,281 pairs from IEDB. Task: Regression. Given a peptide amino acid sequence and an MHC pseudo amino acid sequence, predict their binding affinity value. This is MHC class II binding data. (1) The binding affinity (normalized) is 0. The peptide sequence is IRSIDFERVGPEWEP. The MHC is H-2-IAb with pseudo-sequence H-2-IAb. (2) The peptide sequence is EKKSFAATQFEPLAA. The MHC is DRB1_1602 with pseudo-sequence DRB1_1602. The binding affinity (normalized) is 0.450. (3) The MHC is DRB5_0101 with pseudo-sequence DRB5_0101. The binding affinity (normalized) is 0.469. The peptide sequence is LDSQLNRLKSLTDDLQR.